From a dataset of NCI-60 drug combinations with 297,098 pairs across 59 cell lines. Regression. Given two drug SMILES strings and cell line genomic features, predict the synergy score measuring deviation from expected non-interaction effect. (1) Drug 1: C1=CC(=CC=C1CCC2=CNC3=C2C(=O)NC(=N3)N)C(=O)NC(CCC(=O)O)C(=O)O. Cell line: SNB-75. Synergy scores: CSS=31.8, Synergy_ZIP=2.93, Synergy_Bliss=4.42, Synergy_Loewe=-6.08, Synergy_HSA=3.25. Drug 2: C(CN)CNCCSP(=O)(O)O. (2) Drug 1: CC1CCCC2(C(O2)CC(NC(=O)CC(C(C(=O)C(C1O)C)(C)C)O)C(=CC3=CSC(=N3)C)C)C. Drug 2: B(C(CC(C)C)NC(=O)C(CC1=CC=CC=C1)NC(=O)C2=NC=CN=C2)(O)O. Cell line: PC-3. Synergy scores: CSS=67.7, Synergy_ZIP=21.8, Synergy_Bliss=20.8, Synergy_Loewe=3.71, Synergy_HSA=18.7. (3) Drug 1: CCC(=C(C1=CC=CC=C1)C2=CC=C(C=C2)OCCN(C)C)C3=CC=CC=C3.C(C(=O)O)C(CC(=O)O)(C(=O)O)O. Drug 2: CC1=C(C=C(C=C1)NC(=O)C2=CC=C(C=C2)CN3CCN(CC3)C)NC4=NC=CC(=N4)C5=CN=CC=C5. Cell line: OVCAR-8. Synergy scores: CSS=-0.554, Synergy_ZIP=-0.0585, Synergy_Bliss=-0.341, Synergy_Loewe=-0.906, Synergy_HSA=-0.731. (4) Drug 1: C1CCC(C1)C(CC#N)N2C=C(C=N2)C3=C4C=CNC4=NC=N3. Drug 2: CCC1(CC2CC(C3=C(CCN(C2)C1)C4=CC=CC=C4N3)(C5=C(C=C6C(=C5)C78CCN9C7C(C=CC9)(C(C(C8N6C=O)(C(=O)OC)O)OC(=O)C)CC)OC)C(=O)OC)O.OS(=O)(=O)O. Cell line: OVCAR-4. Synergy scores: CSS=10.9, Synergy_ZIP=0.110, Synergy_Bliss=2.93, Synergy_Loewe=-11.4, Synergy_HSA=2.00. (5) Drug 1: CC1=C(C(=CC=C1)Cl)NC(=O)C2=CN=C(S2)NC3=CC(=NC(=N3)C)N4CCN(CC4)CCO. Drug 2: B(C(CC(C)C)NC(=O)C(CC1=CC=CC=C1)NC(=O)C2=NC=CN=C2)(O)O. Cell line: OVCAR-4. Synergy scores: CSS=60.0, Synergy_ZIP=-0.377, Synergy_Bliss=-1.21, Synergy_Loewe=0.385, Synergy_HSA=-0.787. (6) Drug 2: C1=NC2=C(N1)C(=S)N=CN2. Synergy scores: CSS=34.3, Synergy_ZIP=-9.43, Synergy_Bliss=-8.19, Synergy_Loewe=-56.1, Synergy_HSA=-6.58. Drug 1: CC1=CC2C(CCC3(C2CCC3(C(=O)C)OC(=O)C)C)C4(C1=CC(=O)CC4)C. Cell line: HCT116.